From a dataset of Full USPTO retrosynthesis dataset with 1.9M reactions from patents (1976-2016). Predict the reactants needed to synthesize the given product. (1) Given the product [F:26][C:27]([F:38])([F:37])[C:28]([NH:2][CH2:3][CH:4]([C:7]1[C:16]2[C:11](=[CH:12][CH:13]=[C:14]([O:17][CH3:18])[CH:15]=2)[CH:10]=[CH:9][CH:8]=1)[CH2:5][OH:6])=[O:29], predict the reactants needed to synthesize it. The reactants are: Cl.[NH2:2][CH2:3][CH:4]([C:7]1[C:16]2[C:11](=[CH:12][CH:13]=[C:14]([O:17][CH3:18])[CH:15]=2)[CH:10]=[CH:9][CH:8]=1)[CH2:5][OH:6].C(N(CC)CC)C.[F:26][C:27]([F:38])([F:37])[C:28](O[C:28](=[O:29])[C:27]([F:38])([F:37])[F:26])=[O:29]. (2) Given the product [Br-:10].[CH2:28]([N+:3]1[C:2]([Cl:1])=[C:6]([Cl:7])[N:5]([C:21]2[C:22]3[C:27](=[CH:26][CH:25]=[CH:24][CH:23]=3)[CH:18]=[CH:19][C:20]=2[CH2:11][CH3:12])[CH:4]=1)[CH3:29], predict the reactants needed to synthesize it. The reactants are: [Cl:1][C:2]1[N:3]=[CH:4][NH:5][C:6]=1[Cl:7].[OH-].[K+].[Br:10][CH2:11][CH3:12].[K+].[Br-].BrCC[C:18]1[C:27]2[C:22](=[CH:23][CH:24]=[CH:25][CH:26]=2)[CH:21]=[CH:20][CH:19]=1.[C:28](#N)[CH3:29]. (3) The reactants are: CC(C[AlH]C[CH:7]([CH3:9])[CH3:8])C.[CH:10]([N-:13][CH:14]([CH3:16])[CH3:15])([CH3:12])[CH3:11].[Li+:17]. Given the product [Li:17][CH2:10][CH2:9][CH2:7][CH3:8].[CH:10]([NH:13][CH:14]([CH3:16])[CH3:15])([CH3:12])[CH3:11], predict the reactants needed to synthesize it.